From a dataset of Catalyst prediction with 721,799 reactions and 888 catalyst types from USPTO. Predict which catalyst facilitates the given reaction. (1) Product: [NH:1]1[C:9]2[C:4](=[CH:5][CH:6]=[CH:7][CH:8]=2)[C:3](/[CH:10]=[CH:11]/[C:12]([N:18]([CH:15]([CH3:17])[CH3:16])[NH:19][C:20](=[O:27])[C:21]2[CH:26]=[CH:25][CH:24]=[CH:23][CH:22]=2)=[O:14])=[CH:2]1. The catalyst class is: 31. Reactant: [NH:1]1[C:9]2[C:4](=[CH:5][CH:6]=[CH:7][CH:8]=2)[C:3](/[CH:10]=[CH:11]/[C:12]([OH:14])=O)=[CH:2]1.[CH:15]([NH:18][NH:19][C:20](=[O:27])[C:21]1[CH:26]=[CH:25][CH:24]=[CH:23][CH:22]=1)([CH3:17])[CH3:16].CN(C(ON1N=NC2C=CC=NC1=2)=[N+](C)C)C.F[P-](F)(F)(F)(F)F.C(N(CC)C(C)C)(C)C. (2) Reactant: [F:1][C:2]1[C:31]([N:32]2[CH2:38][CH2:37][CH2:36][N:35]([CH3:39])[CH2:34][CH2:33]2)=[CH:30][C:5]2[NH:6][C:7]([C:9]3[C:13]([NH:14][C:15](=[O:23])[N:16]([CH:20]([CH3:22])[CH3:21])[CH:17]([CH3:19])[CH3:18])=[CH:12][N:11](C4CCCCO4)[N:10]=3)=[N:8][C:4]=2[CH:3]=1.Cl. Product: [F:1][C:2]1[C:31]([N:32]2[CH2:38][CH2:37][CH2:36][N:35]([CH3:39])[CH2:34][CH2:33]2)=[CH:30][C:5]2[NH:6][C:7]([C:9]3[C:13]([NH:14][C:15](=[O:23])[N:16]([CH:17]([CH3:18])[CH3:19])[CH:20]([CH3:22])[CH3:21])=[CH:12][NH:11][N:10]=3)=[N:8][C:4]=2[CH:3]=1. The catalyst class is: 12. (3) Reactant: [Cl:1][C:2]1[N:7]=[C:6]([C:8]2[CH:9]=[N:10][N:11]([C:13]3([CH2:24][C:25]#[N:26])[CH2:16][N:15](C(OC(C)(C)C)=O)[CH2:14]3)[CH:12]=2)[N:5]2[CH:27]=[CH:28][N:29]=[C:4]2[CH:3]=1.Cl. Product: [ClH:1].[Cl:1][C:2]1[N:7]=[C:6]([C:8]2[CH:9]=[N:10][N:11]([C:13]3([CH2:24][C:25]#[N:26])[CH2:16][NH:15][CH2:14]3)[CH:12]=2)[N:5]2[CH:27]=[CH:28][N:29]=[C:4]2[CH:3]=1. The catalyst class is: 12. (4) Reactant: [Br:1][C:2]1[CH:7]=[C:6]([CH2:8][CH3:9])[CH:5]=[CH:4][C:3]=1[CH2:10][CH:11]([CH3:15])[C:12](Cl)=[O:13].[Al+3].[Cl-].[Cl-].[Cl-]. Product: [Br:1][C:2]1[CH:7]=[C:6]([CH2:8][CH3:9])[CH:5]=[C:4]2[C:3]=1[CH2:10][CH:11]([CH3:15])[C:12]2=[O:13]. The catalyst class is: 4.